Dataset: Reaction yield outcomes from USPTO patents with 853,638 reactions. Task: Predict the reaction yield, written as a fraction of the theoretical maximum amount of product (1.0 means a 100% yield; for example, 0.34 means a 34% yield). The reactants are N12CCCN=C1CCCCC2.Cl.[NH2:13][CH2:14][C:15]1[CH:23]=[CH:22][CH:21]=[C:20]2[C:16]=1[C:17](=[O:33])[N:18]([CH:25]1[CH2:30][CH2:29][C:28](=[O:31])[NH:27][C:26]1=[O:32])[C:19]2=[O:24].[CH:34]1([N:40]=[C:41]=[O:42])[CH2:39][CH2:38][CH2:37][CH2:36][CH2:35]1. The catalyst is CC#N. The product is [O:32]=[C:26]1[CH:25]([N:18]2[C:17](=[O:33])[C:16]3[C:20](=[CH:21][CH:22]=[CH:23][C:15]=3[CH2:14][NH:13][C:41]([NH:40][CH:34]3[CH2:39][CH2:38][CH2:37][CH2:36][CH2:35]3)=[O:42])[C:19]2=[O:24])[CH2:30][CH2:29][C:28](=[O:31])[NH:27]1. The yield is 0.490.